This data is from Forward reaction prediction with 1.9M reactions from USPTO patents (1976-2016). The task is: Predict the product of the given reaction. Given the reactants [NH2:1][C:2]1[C:3]2[N:4]([C:8]([C@H:24]3[CH2:27][C@H:26]([CH2:28]OS(C4C=CC(C)=CC=4)(=O)=O)[CH2:25]3)=[N:9][C:10]=2[C:11]2[CH:16]=[CH:15][C:14]([O:17][C:18]3[CH:23]=[CH:22][CH:21]=[CH:20][CH:19]=3)=[CH:13][CH:12]=2)[CH:5]=[CH:6][N:7]=1.[CH3:40][NH:41][CH3:42], predict the reaction product. The product is: [CH3:40][N:41]([CH2:28][C@H:26]1[CH2:27][C@H:24]([C:8]2[N:4]3[CH:5]=[CH:6][N:7]=[C:2]([NH2:1])[C:3]3=[C:10]([C:11]3[CH:16]=[CH:15][C:14]([O:17][C:18]4[CH:19]=[CH:20][CH:21]=[CH:22][CH:23]=4)=[CH:13][CH:12]=3)[N:9]=2)[CH2:25]1)[CH3:42].